From a dataset of NCI-60 drug combinations with 297,098 pairs across 59 cell lines. Regression. Given two drug SMILES strings and cell line genomic features, predict the synergy score measuring deviation from expected non-interaction effect. (1) Drug 1: C1=C(C(=O)NC(=O)N1)N(CCCl)CCCl. Drug 2: C1=NC2=C(N=C(N=C2N1C3C(C(C(O3)CO)O)F)Cl)N. Cell line: UO-31. Synergy scores: CSS=33.7, Synergy_ZIP=-10.8, Synergy_Bliss=-4.56, Synergy_Loewe=-8.01, Synergy_HSA=-1.81. (2) Drug 1: CC1=C2C(C(=O)C3(C(CC4C(C3C(C(C2(C)C)(CC1OC(=O)C(C(C5=CC=CC=C5)NC(=O)C6=CC=CC=C6)O)O)OC(=O)C7=CC=CC=C7)(CO4)OC(=O)C)O)C)OC(=O)C. Drug 2: CC1CCCC2(C(O2)CC(NC(=O)CC(C(C(=O)C(C1O)C)(C)C)O)C(=CC3=CSC(=N3)C)C)C. Cell line: M14. Synergy scores: CSS=61.2, Synergy_ZIP=0.657, Synergy_Bliss=-0.468, Synergy_Loewe=-16.9, Synergy_HSA=2.32. (3) Drug 1: C1CCC(CC1)NC(=O)N(CCCl)N=O. Drug 2: COC1=C2C(=CC3=C1OC=C3)C=CC(=O)O2. Cell line: NCI-H226. Synergy scores: CSS=14.9, Synergy_ZIP=2.51, Synergy_Bliss=11.1, Synergy_Loewe=3.87, Synergy_HSA=8.18. (4) Drug 1: C1CC(=O)NC(=O)C1N2C(=O)C3=CC=CC=C3C2=O. Drug 2: C(CN)CNCCSP(=O)(O)O. Cell line: 786-0. Synergy scores: CSS=5.63, Synergy_ZIP=-3.73, Synergy_Bliss=-0.783, Synergy_Loewe=-4.86, Synergy_HSA=-2.94.